From a dataset of Reaction yield outcomes from USPTO patents with 853,638 reactions. Predict the reaction yield, written as a fraction of the theoretical maximum amount of product (1.0 means a 100% yield; for example, 0.34 means a 34% yield). The reactants are [S:1]1[CH:5]=[CH:4][C:3]2[C:6](=O)[CH2:7][CH2:8][C:2]1=2.[Cl:10][C:11]1[CH:16]=[C:15]([Cl:17])[CH:14]=[CH:13][C:12]=1[N:18]=[C:19]=S.C[Si](C)(C)[Si](C)(C)C.[Li].O.[NH2:31][NH2:32]. The catalyst is C1COCC1.O.C(O)(=O)C. The product is [Cl:10][C:11]1[CH:16]=[C:15]([Cl:17])[CH:14]=[CH:13][C:12]=1[NH:18][C:19]1[C:7]2[CH2:8][C:2]3[S:1][CH:5]=[CH:4][C:3]=3[C:6]=2[NH:32][N:31]=1. The yield is 0.300.